Dataset: Catalyst prediction with 721,799 reactions and 888 catalyst types from USPTO. Task: Predict which catalyst facilitates the given reaction. (1) Reactant: [C@H:1]1([NH:11][C:12]([C@@H:14]2[CH2:23][C:22]3[C:17](=[CH:18][C:19]([C:24]([O:26][CH3:27])=[O:25])=[CH:20][CH:21]=3)[CH2:16][N:15]2C(OC(C)(C)C)=O)=[O:13])[C:10]2[C:5](=[CH:6][CH:7]=[CH:8][CH:9]=2)[CH2:4][CH2:3][CH2:2]1.C(O)(C(F)(F)F)=O. Product: [C@H:1]1([NH:11][C:12]([C@@H:14]2[CH2:23][C:22]3[C:17](=[CH:18][C:19]([C:24]([O:26][CH3:27])=[O:25])=[CH:20][CH:21]=3)[CH2:16][NH:15]2)=[O:13])[C:10]2[C:5](=[CH:6][CH:7]=[CH:8][CH:9]=2)[CH2:4][CH2:3][CH2:2]1. The catalyst class is: 2. (2) Reactant: [I:1][C:2]1[CH:3]=[C:4]([CH:10]=[CH:11][CH:12]=1)[CH2:5][NH:6][CH:7]1[CH2:9][CH2:8]1.[C:13](N1C=CN=C1)([N:15]1C=CN=C1)=[S:14].CCN(C(C)C)C(C)C.N. Product: [CH:7]1([N:6]([CH2:5][C:4]2[CH:10]=[CH:11][CH:12]=[C:2]([I:1])[CH:3]=2)[C:13]([NH2:15])=[S:14])[CH2:8][CH2:9]1. The catalyst class is: 10. (3) Reactant: [CH:1]1([CH:7]([CH:9]2[CH2:14][CH2:13][C:12]([F:16])([F:15])[CH2:11][CH2:10]2)[OH:8])[CH2:6][CH2:5][CH2:4][CH2:3][CH2:2]1.CC(OI1(OC(C)=O)(OC(C)=O)OC(=O)C2C=CC=CC1=2)=O. Product: [CH:1]1([C:7]([CH:9]2[CH2:14][CH2:13][C:12]([F:15])([F:16])[CH2:11][CH2:10]2)=[O:8])[CH2:6][CH2:5][CH2:4][CH2:3][CH2:2]1. The catalyst class is: 2. (4) Reactant: [Si:1]([O:8][CH2:9][CH2:10][CH2:11][CH2:12][OH:13])([C:4]([CH3:7])([CH3:6])[CH3:5])([CH3:3])[CH3:2].[OH:14][NH:15][C:16](=[O:22])[O:17][C:18]([CH3:21])([CH3:20])[CH3:19].[C:23](Cl)(Cl)=[O:24]. Product: [C:18]([O:17][C:16]([NH:15][O:14][C:23]([O:13][CH2:12][CH2:11][CH2:10][CH2:9][O:8][Si:1]([C:4]([CH3:6])([CH3:7])[CH3:5])([CH3:3])[CH3:2])=[O:24])=[O:22])([CH3:21])([CH3:20])[CH3:19]. The catalyst class is: 11. (5) Reactant: [C:1]([C:4]1[CH:13]=[CH:12][C:7]([C:8]([O:10][CH3:11])=[O:9])=[C:6]([O:14][CH3:15])[CH:5]=1)(=[O:3])[NH2:2].C(Cl)(=O)[C:17](Cl)=[O:18]. Product: [N:2]([C:1]([C:4]1[CH:13]=[CH:12][C:7]([C:8]([O:10][CH3:11])=[O:9])=[C:6]([O:14][CH3:15])[CH:5]=1)=[O:3])=[C:17]=[O:18]. The catalyst class is: 344. (6) Reactant: [OH-].[Na+].[O:3]=[C:4]1[C:13]2[C:8](=[CH:9][CH:10]=[C:11]([C:14]([O-:16])=[O:15])[CH:12]=2)[O:7][CH:6]=[CH:5]1.O.Cl. Product: [O:3]=[C:4]1[C:13]2[C:8](=[CH:9][CH:10]=[C:11]([C:14]([OH:16])=[O:15])[CH:12]=2)[O:7][CH:6]=[CH:5]1. The catalyst class is: 5. (7) Reactant: [CH2:1]([O:8][C:9](=[O:34])[NH:10][C@@H:11]1[C:14](=[O:15])[N:13](CC2C=CC(OC)=CC=2OC)[C@@H:12]1[CH2:27][N:28]1[C:32]([CH3:33])=[N:31][N:30]=[N:29]1)[C:2]1[CH:7]=[CH:6][CH:5]=[CH:4][CH:3]=1.OP([O-])([O-])=O.[K+].[K+]. Product: [CH2:1]([O:8][C:9](=[O:34])[NH:10][C@@H:11]1[C:14](=[O:15])[NH:13][C@@H:12]1[CH2:27][N:28]1[C:32]([CH3:33])=[N:31][N:30]=[N:29]1)[C:2]1[CH:3]=[CH:4][CH:5]=[CH:6][CH:7]=1. The catalyst class is: 47. (8) Reactant: [CH3:1][C:2]1[CH:7]=[C:6]([C:8]([N:10]2[CH2:19][C:18]3[CH:17]=[N:16][N:15]([CH3:20])[C:14]=3[NH:13][C:12]3[CH:21]=[CH:22][CH:23]=[CH:24][C:11]2=3)=[O:9])[CH:5]=[CH:4][C:3]=1[CH2:25][CH2:26][C:27]([OH:29])=[O:28].[CH2:30]([O:37][C:38]([N:40]1[CH2:45][CH2:44][CH:43]([CH2:46]O)[CH2:42][CH2:41]1)=[O:39])[C:31]1[CH:36]=[CH:35][CH:34]=[CH:33][CH:32]=1.CCN(C(C)C)C(C)C. Product: [CH2:30]([O:37][C:38]([N:40]1[CH2:45][CH2:44][CH:43]([CH2:46][O:28][C:27](=[O:29])[CH2:26][CH2:25][C:3]2[CH:4]=[CH:5][C:6]([C:8]([N:10]3[CH2:19][C:18]4[CH:17]=[N:16][N:15]([CH3:20])[C:14]=4[NH:13][C:12]4[CH:21]=[CH:22][CH:23]=[CH:24][C:11]3=4)=[O:9])=[CH:7][C:2]=2[CH3:1])[CH2:42][CH2:41]1)=[O:39])[C:31]1[CH:32]=[CH:33][CH:34]=[CH:35][CH:36]=1. The catalyst class is: 166. (9) Reactant: [OH-].[Na+].[NH2:3][C:4]1[N:13]=[CH:12][C:11]2[NH:10][C:9](=[O:14])[C@@H:8]([CH2:15][C:16]([O:18]C)=[O:17])[N:7]([CH2:20][C:21]3[C:26]([CH3:27])=[C:25]([O:28][CH3:29])[C:24]([CH3:30])=[CH:23][N:22]=3)[C:6]=2[N:5]=1. Product: [NH2:3][C:4]1[N:13]=[CH:12][C:11]2[NH:10][C:9](=[O:14])[C@@H:8]([CH2:15][C:16]([OH:18])=[O:17])[N:7]([CH2:20][C:21]3[C:26]([CH3:27])=[C:25]([O:28][CH3:29])[C:24]([CH3:30])=[CH:23][N:22]=3)[C:6]=2[N:5]=1. The catalyst class is: 92.